Dataset: Reaction yield outcomes from USPTO patents with 853,638 reactions. Task: Predict the reaction yield, written as a fraction of the theoretical maximum amount of product (1.0 means a 100% yield; for example, 0.34 means a 34% yield). (1) The reactants are [CH3:1][O:2][CH:3]([O:10][CH3:11])[CH2:4][CH2:5][C:6]([O:8]C)=O.Cl.[CH3:13][NH:14][O:15][CH3:16].C([Mg]Cl)(C)C. The catalyst is C1COCC1. The product is [CH3:11][O:10][CH:3]([O:2][CH3:1])[CH2:4][CH2:5][C:6]([N:14]([O:15][CH3:16])[CH3:13])=[O:8]. The yield is 0.990. (2) The reactants are [CH:1]1([C:4]2[CH:9]=[CH:8][N:7]=[CH:6][C:5]=2[N:10]2[CH2:14][CH2:13][NH:12][C:11]2=[O:15])[CH2:3][CH2:2]1.Br[C:17]1[CH:22]=[C:21]([C:23]([F:26])([F:25])[F:24])[CH:20]=[CH:19][N:18]=1.CN[C@@H]1CCCC[C@H]1NC.P([O-])([O-])([O-])=O.[K+].[K+].[K+]. The catalyst is [Cu](I)I.O1CCOCC1. The product is [CH:1]1([C:4]2[CH:9]=[CH:8][N:7]=[CH:6][C:5]=2[N:10]2[CH2:14][CH2:13][N:12]([C:17]3[CH:22]=[C:21]([C:23]([F:26])([F:25])[F:24])[CH:20]=[CH:19][N:18]=3)[C:11]2=[O:15])[CH2:3][CH2:2]1. The yield is 0.710.